From a dataset of Forward reaction prediction with 1.9M reactions from USPTO patents (1976-2016). Predict the product of the given reaction. (1) Given the reactants [C:1]([C@@H:4]([NH:20][C@@H:21]([CH2:25][CH:26]([CH3:28])[CH3:27])[C:22]([OH:24])=[O:23])[CH2:5][C:6]1[CH:10]=[CH:9][N:8]([CH2:11][C:12]2[CH:17]=[C:16](Cl)[CH:15]=[C:14](Cl)[CH:13]=2)[N:7]=1)([OH:3])=[O:2].N1C=CC(C(O)=O)=N1.ClC1C=C(C=C(Cl)C=1)CBr.C(Br)C1C=CC=CC=1.ClC1C=C(C=C(Cl)C=1)CN1C=CC(CC2C(OC)=NC(C(C)C)C(OC)=N2)=N1.Cl.C(OC(=O)C(NC(C1C=CN(CC2C=C(Cl)C=C(Cl)C=2)N=1)(C(OC)=O)C)CC(C)C)C1C=CC=CC=1, predict the reaction product. The product is: [CH2:11]([N:8]1[CH:9]=[CH:10][C:6]([CH2:5][C@@H:4]([NH:20][C@@H:21]([CH2:25][CH:26]([CH3:28])[CH3:27])[C:22]([OH:24])=[O:23])[C:1]([OH:3])=[O:2])=[N:7]1)[C:12]1[CH:13]=[CH:14][CH:15]=[CH:16][CH:17]=1. (2) Given the reactants C[C:2]1(C)CC2C=C(C=S(=O)=O)C=CC=2N(CC=C)[S:3]1(=[O:20])=[O:19].[Cl:22][CH2:23][CH2:24][N:25]1C2C=CC(SC)=CC=2C[N:27]([CH:37]([CH3:39])[CH3:38])[S:26]1(=[O:41])=[O:40].Cl[C:43]1[CH:48]=[CH:47][CH:46]=[C:45]([C:49](OO)=O)[CH:44]=1.[OH-].[Na+], predict the reaction product. The product is: [Cl:22][CH2:23][CH2:24][N:25]1[C:46]2[CH:47]=[CH:48][C:43]([S:3]([CH3:2])(=[O:20])=[O:19])=[CH:44][C:45]=2[CH2:49][N:27]([CH:37]([CH3:38])[CH3:39])[S:26]1(=[O:40])=[O:41].